From a dataset of NCI-60 drug combinations with 297,098 pairs across 59 cell lines. Regression. Given two drug SMILES strings and cell line genomic features, predict the synergy score measuring deviation from expected non-interaction effect. (1) Drug 1: CC1=CC2C(CCC3(C2CCC3(C(=O)C)OC(=O)C)C)C4(C1=CC(=O)CC4)C. Drug 2: C1C(C(OC1N2C=C(C(=O)NC2=O)F)CO)O. Cell line: HS 578T. Synergy scores: CSS=26.6, Synergy_ZIP=3.54, Synergy_Bliss=3.13, Synergy_Loewe=-12.3, Synergy_HSA=-1.06. (2) Drug 1: CN1CCC(CC1)COC2=C(C=C3C(=C2)N=CN=C3NC4=C(C=C(C=C4)Br)F)OC. Drug 2: CS(=O)(=O)OCCCCOS(=O)(=O)C. Cell line: UACC-257. Synergy scores: CSS=-4.21, Synergy_ZIP=1.20, Synergy_Bliss=-1.93, Synergy_Loewe=-13.6, Synergy_HSA=-6.76. (3) Drug 1: CC1C(C(CC(O1)OC2CC(CC3=C2C(=C4C(=C3O)C(=O)C5=C(C4=O)C(=CC=C5)OC)O)(C(=O)CO)O)N)O. Drug 2: COCCOC1=C(C=C2C(=C1)C(=NC=N2)NC3=CC=CC(=C3)C#C)OCCOC. Cell line: HCT116. Synergy scores: CSS=70.5, Synergy_ZIP=3.10, Synergy_Bliss=1.88, Synergy_Loewe=-0.617, Synergy_HSA=4.60. (4) Drug 1: CC(CN1CC(=O)NC(=O)C1)N2CC(=O)NC(=O)C2. Drug 2: CCN(CC)CCCC(C)NC1=C2C=C(C=CC2=NC3=C1C=CC(=C3)Cl)OC. Cell line: SF-539. Synergy scores: CSS=22.6, Synergy_ZIP=-2.02, Synergy_Bliss=1.03, Synergy_Loewe=1.14, Synergy_HSA=1.73. (5) Drug 1: CC1=CC2C(CCC3(C2CCC3(C(=O)C)OC(=O)C)C)C4(C1=CC(=O)CC4)C. Drug 2: C1CNP(=O)(OC1)N(CCCl)CCCl. Cell line: MCF7. Synergy scores: CSS=-16.8, Synergy_ZIP=4.81, Synergy_Bliss=-5.14, Synergy_Loewe=-16.3, Synergy_HSA=-16.3. (6) Drug 1: CC=C1C(=O)NC(C(=O)OC2CC(=O)NC(C(=O)NC(CSSCCC=C2)C(=O)N1)C(C)C)C(C)C. Drug 2: CN(C(=O)NC(C=O)C(C(C(CO)O)O)O)N=O. Cell line: PC-3. Synergy scores: CSS=55.7, Synergy_ZIP=1.07, Synergy_Bliss=-3.56, Synergy_Loewe=-72.0, Synergy_HSA=-4.65. (7) Drug 1: CS(=O)(=O)C1=CC(=C(C=C1)C(=O)NC2=CC(=C(C=C2)Cl)C3=CC=CC=N3)Cl. Drug 2: C1=NC(=NC(=O)N1C2C(C(C(O2)CO)O)O)N. Cell line: SK-MEL-28. Synergy scores: CSS=-6.74, Synergy_ZIP=4.35, Synergy_Bliss=3.13, Synergy_Loewe=-6.43, Synergy_HSA=-4.82.